From a dataset of Reaction yield outcomes from USPTO patents with 853,638 reactions. Predict the reaction yield, written as a fraction of the theoretical maximum amount of product (1.0 means a 100% yield; for example, 0.34 means a 34% yield). The reactants are FC(F)(F)[C:3]1[CH:4]=[C:5]([NH:9][C:10](=[O:29])[NH:11][C:12]2[CH:17]=[CH:16][C:15]([C:18]3[S:22][C:21]([CH2:23][CH2:24][C:25]([O:27][CH3:28])=[O:26])=[N:20][CH:19]=3)=[CH:14][CH:13]=2)[CH:6]=[CH:7][CH:8]=1.[Cl:32]C1C=CC=CC=1N=C=O. No catalyst specified. The product is [Cl:32][C:6]1[CH:7]=[CH:8][CH:3]=[CH:4][C:5]=1[NH:9][C:10](=[O:29])[NH:11][C:12]1[CH:17]=[CH:16][C:15]([C:18]2[S:22][C:21]([CH2:23][CH2:24][C:25]([O:27][CH3:28])=[O:26])=[N:20][CH:19]=2)=[CH:14][CH:13]=1. The yield is 0.900.